Task: Regression. Given two drug SMILES strings and cell line genomic features, predict the synergy score measuring deviation from expected non-interaction effect.. Dataset: NCI-60 drug combinations with 297,098 pairs across 59 cell lines (1) Drug 1: CC1=C2C(C(=O)C3(C(CC4C(C3C(C(C2(C)C)(CC1OC(=O)C(C(C5=CC=CC=C5)NC(=O)OC(C)(C)C)O)O)OC(=O)C6=CC=CC=C6)(CO4)OC(=O)C)OC)C)OC. Drug 2: CC1C(C(CC(O1)OC2CC(CC3=C2C(=C4C(=C3O)C(=O)C5=C(C4=O)C(=CC=C5)OC)O)(C(=O)CO)O)N)O.Cl. Cell line: HCC-2998. Synergy scores: CSS=46.1, Synergy_ZIP=-8.13, Synergy_Bliss=-12.2, Synergy_Loewe=-8.03, Synergy_HSA=-6.71. (2) Synergy scores: CSS=62.0, Synergy_ZIP=3.86, Synergy_Bliss=3.04, Synergy_Loewe=9.38, Synergy_HSA=11.0. Drug 1: C1=NC(=NC(=O)N1C2C(C(C(O2)CO)O)O)N. Cell line: HOP-62. Drug 2: CC1CCCC2(C(O2)CC(NC(=O)CC(C(C(=O)C(C1O)C)(C)C)O)C(=CC3=CSC(=N3)C)C)C. (3) Drug 1: CC=C1C(=O)NC(C(=O)OC2CC(=O)NC(C(=O)NC(CSSCCC=C2)C(=O)N1)C(C)C)C(C)C. Drug 2: CC1=C(C(=CC=C1)Cl)NC(=O)C2=CN=C(S2)NC3=CC(=NC(=N3)C)N4CCN(CC4)CCO. Cell line: SF-268. Synergy scores: CSS=48.4, Synergy_ZIP=-0.541, Synergy_Bliss=-0.342, Synergy_Loewe=-39.4, Synergy_HSA=-1.60.